From a dataset of Peptide-MHC class II binding affinity with 134,281 pairs from IEDB. Regression. Given a peptide amino acid sequence and an MHC pseudo amino acid sequence, predict their binding affinity value. This is MHC class II binding data. (1) The peptide sequence is QLSALWARFPLPVIP. The MHC is DRB1_0404 with pseudo-sequence DRB1_0404. The binding affinity (normalized) is 0.470. (2) The peptide sequence is IFFMSPKGISRMSMA. The MHC is DRB1_1501 with pseudo-sequence DRB1_1501. The binding affinity (normalized) is 0.639. (3) The peptide sequence is DNINTPEGIIPALFE. The MHC is DRB1_0901 with pseudo-sequence DRB1_0901. The binding affinity (normalized) is 0.119. (4) The peptide sequence is AAIHEMFVNTLQMSS. The MHC is DRB1_1501 with pseudo-sequence DRB1_1501. The binding affinity (normalized) is 0.608.